From a dataset of Drug-target binding data from BindingDB using IC50 measurements. Regression. Given a target protein amino acid sequence and a drug SMILES string, predict the binding affinity score between them. We predict pIC50 (pIC50 = -log10(IC50 in M); higher means more potent). Dataset: bindingdb_ic50. The small molecule is Cc1ccc(C(=O)Nc2cccc(C(F)(F)F)c2)cc1-c1nc(N2CCOCC2)cc(N2CCOCC2)n1. The pIC50 is 9.0. The target protein sequence is MEHIQGAWKTISNGFGFKDAVFDGSSCISPTIVQQFGYQRRASDDGKLTDPSKTSNTIRVFLPNKQRTVVNVRNGMSLHDCLMKALKVRGLQPECCAVFRLLHEHKGKKARLDWNTDAASLIGEELQVDFLDHVPLTTHNFARKTFLKLAFCDICQKFLLNGFRCQTCGYKFHEHCSTKVPTMCVDWSNIRQLLLFPNSTIGDSGVPALPSLTMRRMRESVSRMPVSSQHRYSTPHAFTFNTSSPSSEGSLSQRQRSTSTPNVHMVSTTLPVDSRMIEDAIRSHSESASPSALSSSPNNLSPTGWSQPKTPVPAQRERAPVSGTQEKNKIRPRGQRDSSYYWEIEASEVMLSTRIGSGSFGTVYKGKWHGDVAVKILKVVDPTP.